Dataset: Reaction yield outcomes from USPTO patents with 853,638 reactions. Task: Predict the reaction yield, written as a fraction of the theoretical maximum amount of product (1.0 means a 100% yield; for example, 0.34 means a 34% yield). (1) The reactants are Cl[C:2]1[N:12]=[C:11]([O:13][CH2:14][CH3:15])[CH:10]=[CH:9][C:3]=1[C:4]([O:6][CH2:7][CH3:8])=[O:5].[Br-].[CH2:17]([Zn+])[CH2:18][CH3:19]. The catalyst is C1COCC1.C1C=CC(P(C2C=CC=CC=2)[C-]2C=CC=C2)=CC=1.C1C=CC(P(C2C=CC=CC=2)[C-]2C=CC=C2)=CC=1.Cl[Pd]Cl.[Fe+2].ClCCl. The product is [CH2:14]([O:13][C:11]1[CH:10]=[CH:9][C:3]([C:4]([O:6][CH2:7][CH3:8])=[O:5])=[C:2]([CH2:17][CH2:18][CH3:19])[N:12]=1)[CH3:15]. The yield is 0.730. (2) The yield is 0.980. The catalyst is O1CCOCC1. The reactants are Cl.[Cl:2][C:3]1[CH:8]=[CH:7][C:6]([CH:9]2[CH:13]([C:14]3[CH:19]=[CH:18][C:17]([Cl:20])=[CH:16][CH:15]=3)[N:12]([C:21]([N:23]3[CH2:28][CH2:27][N:26](C(OC(C)(C)C)=O)[CH2:25][CH2:24]3)=[O:22])[C:11]([C:36]3[CH:41]=[CH:40][C:39]([C:42]([F:45])([F:44])[F:43])=[CH:38][C:37]=3[O:46][CH2:47][CH3:48])=[N:10]2)=[CH:5][CH:4]=1. The product is [ClH:2].[Cl:2][C:3]1[CH:4]=[CH:5][C:6]([CH:9]2[CH:13]([C:14]3[CH:19]=[CH:18][C:17]([Cl:20])=[CH:16][CH:15]=3)[N:12]([C:21]([N:23]3[CH2:28][CH2:27][NH:26][CH2:25][CH2:24]3)=[O:22])[C:11]([C:36]3[CH:41]=[CH:40][C:39]([C:42]([F:44])([F:43])[F:45])=[CH:38][C:37]=3[O:46][CH2:47][CH3:48])=[N:10]2)=[CH:7][CH:8]=1. (3) The reactants are [Si:1]([O:8][CH:9]([CH2:20][O:21][C:22]1[CH:27]=[CH:26][CH:25]=[C:24]([C:28]2[N:33]=[C:32]3[N:34]([CH:37]([CH3:39])[CH3:38])[N:35]=[CH:36][C:31]3=[C:30](Cl)[CH:29]=2)[CH:23]=1)[CH2:10][N:11]([CH3:19])[C:12](=[O:18])[O:13][C:14]([CH3:17])([CH3:16])[CH3:15])([C:4]([CH3:7])([CH3:6])[CH3:5])([CH3:3])[CH3:2].[C:41](=[O:46])([O:43][CH2:44][CH3:45])[NH2:42].CC(C1C=C(C(C)C)C(C2C=CC=CC=2P(C2CCCCC2)C2CCCCC2)=C(C(C)C)C=1)C.C([O-])([O-])=O.[Cs+].[Cs+]. The catalyst is O1CCOCC1.C1C=CC(/C=C/C(/C=C/C2C=CC=CC=2)=O)=CC=1.C1C=CC(/C=C/C(/C=C/C2C=CC=CC=2)=O)=CC=1.C1C=CC(/C=C/C(/C=C/C2C=CC=CC=2)=O)=CC=1.[Pd].[Pd]. The product is [CH2:44]([O:43][C:41](=[O:46])[NH:42][C:30]1[CH:29]=[C:28]([C:24]2[CH:25]=[CH:26][CH:27]=[C:22]([O:21][CH2:20][CH:9]([O:8][Si:1]([C:4]([CH3:7])([CH3:6])[CH3:5])([CH3:3])[CH3:2])[CH2:10][N:11]([C:12]([O:13][C:14]([CH3:17])([CH3:16])[CH3:15])=[O:18])[CH3:19])[CH:23]=2)[N:33]=[C:32]2[N:34]([CH:37]([CH3:39])[CH3:38])[N:35]=[CH:36][C:31]=12)[CH3:45]. The yield is 0.890. (4) The reactants are C(N(C(C)C)CC)(C)C.[CH3:10][O:11][C:12]1[C:21]2[N:20]=[C:19]([C:22]3[C:31]4[C:26](=[CH:27][CH:28]=[CH:29][CH:30]=4)[CH:25]=[CH:24][CH:23]=3)[O:18][C:17](=[O:32])[C:16]=2[CH:15]=[CH:14][CH:13]=1.[CH:33]1([CH2:39][NH2:40])[CH2:38][CH2:37][CH2:36][CH2:35][CH2:34]1. No catalyst specified. The product is [CH:33]1([CH2:39][NH:40][C:17]([C:16]2[CH:15]=[CH:14][CH:13]=[C:12]([O:11][CH3:10])[C:21]=2[NH:20][C:19]([C:22]2[C:31]3[C:26](=[CH:27][CH:28]=[CH:29][CH:30]=3)[CH:25]=[CH:24][CH:23]=2)=[O:18])=[O:32])[CH2:38][CH2:37][CH2:36][CH2:35][CH2:34]1. The yield is 0.840. (5) The reactants are Cl.[CH2:2]1[CH2:6][O:5][C:4]2[CH:7]=[CH:8][C:9]3[CH2:10][CH2:11][C@@H:12]([CH2:14][CH2:15][NH2:16])[C:13]=3[C:3]1=2.O.[OH-].[Na+].[C:20](Cl)(=[O:23])[CH2:21][CH3:22]. The catalyst is O1CCCC1. The product is [CH2:2]1[CH2:6][O:5][C:4]2[CH:7]=[CH:8][C:9]3[CH2:10][CH2:11][C@@H:12]([CH2:14][CH2:15][NH:16][C:20](=[O:23])[CH2:21][CH3:22])[C:13]=3[C:3]1=2. The yield is 0.974.